Dataset: Full USPTO retrosynthesis dataset with 1.9M reactions from patents (1976-2016). Task: Predict the reactants needed to synthesize the given product. (1) Given the product [Br:1][C:2]1[C:12]([CH3:13])=[CH:11][C:5]2[O:6][CH2:7][CH2:8][NH:9][C:4]=2[CH:3]=1, predict the reactants needed to synthesize it. The reactants are: [Br:1][C:2]1[C:12]([CH3:13])=[CH:11][C:5]2[O:6][CH2:7][C:8](=O)[NH:9][C:4]=2[CH:3]=1.B.CSC. (2) Given the product [CH3:20][C:17]1[CH:18]=[CH:19][C:14]2[NH:13][C:11](=[O:12])[C:3]3[C:4]4[CH2:10][CH2:9][CH2:8][CH2:7][C:5]=4[S:6][C:2]=3[S:21][C:15]=2[CH:16]=1, predict the reactants needed to synthesize it. The reactants are: Br[C:2]1[S:6][C:5]2[CH2:7][CH2:8][CH2:9][CH2:10][C:4]=2[C:3]=1[C:11]([NH:13][C:14]1[CH:19]=[CH:18][C:17]([CH3:20])=[CH:16][C:15]=1[SH:21])=[O:12].C(=O)([O-])[O-].[K+].[K+]. (3) Given the product [NH2:1][C:2]1[N:3]([CH2:27][CH3:28])[C:4]2[C:9]([C:10](=[O:25])[C:11]=1[C:12]1[NH:16][CH:15]=[CH:14][N:13]=1)=[CH:8][CH:7]=[C:6]([C:38]#[C:37][C:35]([OH:39])([C:30]1[CH:31]=[CH:32][CH:33]=[CH:34][N:29]=1)[CH3:36])[N:5]=2, predict the reactants needed to synthesize it. The reactants are: [NH2:1][C:2]1[N:3]([CH2:27][CH3:28])[C:4]2[C:9]([C:10](=[O:25])[C:11]=1[C:12]1[N:13](COCC[Si](C)(C)C)[CH:14]=[CH:15][N:16]=1)=[CH:8][CH:7]=[C:6](Cl)[N:5]=2.[N:29]1[CH:34]=[CH:33][CH:32]=[CH:31][C:30]=1[C:35]([OH:39])([C:37]#[CH:38])[CH3:36].